From a dataset of Catalyst prediction with 721,799 reactions and 888 catalyst types from USPTO. Predict which catalyst facilitates the given reaction. (1) The catalyst class is: 21. Reactant: [OH:1]S(O)(=O)=O.[O-]O.[C:8]1([CH:14]([CH3:16])[CH3:15])[CH:13]=[CH:12][CH:11]=[CH:10][CH:9]=1.C1([OH:23])C=CC=CC=1.[C:24]1([CH:30]([CH3:32])[CH3:31])[CH:29]=[CH:28][CH:27]=[CH:26][CH:25]=1. Product: [C:8]1([CH:14]([CH3:16])[CH3:15])[CH:13]=[CH:12][CH:11]=[CH:10][CH:9]=1.[CH3:31][C:30]([CH3:32])([C:24]1[CH:29]=[CH:28][CH:27]=[CH:26][CH:25]=1)[OH:23].[C:14]([C:8]1[CH:13]=[CH:12][CH:11]=[CH:10][CH:9]=1)(=[O:1])[CH3:16]. (2) Reactant: [CH3:1]C([O-])(C)C.[K+].Cl.[CH2:8]([O:10][C:11]([CH:13]1[CH2:18][CH2:17][N:16]([CH2:19][C:20]2[CH:25]=[CH:24][CH:23]=[CH:22][CH:21]=2)[CH2:15][C:14]1=[O:26])=[O:12])[CH3:9].IC.[NH4+].[Cl-]. Product: [CH2:8]([O:10][C:11]([C:13]1([CH3:1])[CH2:18][CH2:17][N:16]([CH2:19][C:20]2[CH:21]=[CH:22][CH:23]=[CH:24][CH:25]=2)[CH2:15][C:14]1=[O:26])=[O:12])[CH3:9]. The catalyst class is: 1. (3) Reactant: [NH2:1][C:2]1[CH:7]=[CH:6][C:5]([N:8]([CH2:16][CH2:17][C:18]2[CH:23]=[CH:22][CH:21]=[C:20]([NH:24][C:25]([O:27][C:28]([CH3:31])([CH3:30])[CH3:29])=[O:26])[N:19]=2)[C:9](=[O:15])[O:10][C:11]([CH3:14])([CH3:13])[CH3:12])=[CH:4][CH:3]=1.[Cl:32][C:33]1[N:41]=[C:40]([CH3:42])[CH:39]=[CH:38][C:34]=1[C:35](O)=[O:36].ON1C2C=CC=CC=2N=N1.Cl.CN(C)CCCN=C=NCC. Product: [C:28]([O:27][C:25]([NH:24][C:20]1[N:19]=[C:18]([CH2:17][CH2:16][N:8]([C:5]2[CH:4]=[CH:3][C:2]([NH:1][C:35]([C:34]3[C:33]([Cl:32])=[N:41][C:40]([CH3:42])=[CH:39][CH:38]=3)=[O:36])=[CH:7][CH:6]=2)[C:9](=[O:15])[O:10][C:11]([CH3:13])([CH3:14])[CH3:12])[CH:23]=[CH:22][CH:21]=1)=[O:26])([CH3:31])([CH3:30])[CH3:29]. The catalyst class is: 546. (4) The catalyst class is: 135. Product: [NH:1]1[C:5]2=[N:6][CH:7]=[CH:8][CH:9]=[C:4]2[C:3](/[CH:10]=[C:11]2\[O:12][C:13]3[C:20]([CH2:21][CH2:22][CH:23]4[CH2:28][CH2:27][NH:26][CH2:25][CH2:24]4)=[C:19]([O:36][CH3:37])[CH:18]=[CH:17][C:14]=3[C:15]\2=[O:16])=[N:2]1. Reactant: [NH:1]1[C:5]2=[N:6][CH:7]=[CH:8][CH:9]=[C:4]2[C:3](/[CH:10]=[C:11]2\[O:12][C:13]3[C:20]([CH2:21][CH2:22][CH:23]4[CH2:28][CH2:27][N:26](C(OC(C)(C)C)=O)[CH2:25][CH2:24]4)=[C:19]([O:36][CH3:37])[CH:18]=[CH:17][C:14]=3[C:15]\2=[O:16])=[N:2]1.Cl. (5) The catalyst class is: 223. Reactant: [N:1]([O-])=O.[Na+].[CH2:5]([O:12][C:13]1[CH:19]=[CH:18][C:16]([NH2:17])=[C:15]([F:20])[CH:14]=1)[C:6]1[CH:11]=[CH:10][CH:9]=[CH:8][CH:7]=1.[Cl:21][Sn]Cl. Product: [ClH:21].[CH2:5]([O:12][C:13]1[CH:19]=[CH:18][C:16]([NH:17][NH2:1])=[C:15]([F:20])[CH:14]=1)[C:6]1[CH:7]=[CH:8][CH:9]=[CH:10][CH:11]=1. (6) Reactant: Cl[CH2:2][C:3]1[CH:8]=[CH:7][C:6]([CH2:9][CH2:10][N:11]2[CH:16]=[CH:15][C:14]([O:17][CH2:18][C:19]3[CH:23]=[CH:22][S:21][CH:20]=3)=[CH:13][C:12]2=[O:24])=[CH:5][CH:4]=1.[NH:25]1[CH2:30][CH2:29][CH:28]([NH:31][C:32](=[O:34])[CH3:33])[CH2:27][CH2:26]1.C(=O)([O-])[O-].[K+].[K+]. Product: [O:24]=[C:12]1[CH:13]=[C:14]([O:17][CH2:18][C:19]2[CH:23]=[CH:22][S:21][CH:20]=2)[CH:15]=[CH:16][N:11]1[CH2:10][CH2:9][C:6]1[CH:7]=[CH:8][C:3]([CH2:2][N:25]2[CH2:30][CH2:29][CH:28]([NH:31][C:32](=[O:34])[CH3:33])[CH2:27][CH2:26]2)=[CH:4][CH:5]=1. The catalyst class is: 3. (7) Reactant: [F:1][C:2]([F:24])([F:23])[O:3][C:4]1[CH:5]=[C:6]([S:10]([C:13]2[CH:18]=[CH:17][C:16]([NH:19]C(=O)C)=[CH:15][CH:14]=2)(=[O:12])=[O:11])[CH:7]=[CH:8][CH:9]=1.[OH-].[Na+]. Product: [F:24][C:2]([F:1])([F:23])[O:3][C:4]1[CH:5]=[C:6]([S:10]([C:13]2[CH:18]=[CH:17][C:16]([NH2:19])=[CH:15][CH:14]=2)(=[O:12])=[O:11])[CH:7]=[CH:8][CH:9]=1. The catalyst class is: 14.